From a dataset of Forward reaction prediction with 1.9M reactions from USPTO patents (1976-2016). Predict the product of the given reaction. (1) Given the reactants Br[C:2]1[CH:3]=[C:4]([NH:11][C:12](=[O:14])[CH3:13])[CH:5]=[C:6]([N+:8]([O-:10])=[O:9])[CH:7]=1.N#N.[F:17][C:18]1[CH:23]=[C:22]([F:24])[CH:21]=[CH:20][C:19]=1B(O)O.C(=O)([O-])[O-].[Na+].[Na+], predict the reaction product. The product is: [F:17][C:18]1[CH:23]=[C:22]([F:24])[CH:21]=[CH:20][C:19]=1[C:2]1[CH:7]=[C:6]([N+:8]([O-:10])=[O:9])[CH:5]=[C:4]([NH:11][C:12](=[O:14])[CH3:13])[CH:3]=1. (2) The product is: [N+:16]([C:19]1[CH:20]=[C:21]2[C:26](=[CH:27][CH:28]=1)[N:25]=[CH:24][N:23]=[C:22]2[O:13][CH2:12][CH2:11][C:8]1[CH:7]=[CH:6][C:5]([C:1]([CH3:4])([CH3:2])[CH3:3])=[CH:10][CH:9]=1)([O-:18])=[O:17]. Given the reactants [C:1]([C:5]1[CH:10]=[CH:9][C:8]([CH2:11][CH2:12][OH:13])=[CH:7][CH:6]=1)([CH3:4])([CH3:3])[CH3:2].[H-].[Na+].[N+:16]([C:19]1[CH:20]=[C:21]2[C:26](=[CH:27][CH:28]=1)[N:25]=[CH:24][N:23]=[C:22]2Cl)([O-:18])=[O:17].O, predict the reaction product. (3) Given the reactants [C:1]1([CH3:11])[CH:6]=[CH:5][C:4]([S:7]([OH:10])(=[O:9])=[O:8])=[CH:3][CH:2]=1.[O:12]1[CH2:17][CH2:16][N:15]([C:18]2[CH:19]=[C:20]([NH:30][C:31]3[N:36]=[C:35]([N:37]([CH3:47])[C:38]4[CH:39]=[C:40]([CH2:45]O)[CH:41]=[CH:42][C:43]=4[CH3:44])[CH:34]=[CH:33][N:32]=3)[CH:21]=[C:22]([N:24]3[CH2:29][CH2:28][O:27][CH2:26][CH2:25]3)[CH:23]=2)[CH2:14][CH2:13]1, predict the reaction product. The product is: [S:7]([O:10][CH2:45][C:40]1[CH:41]=[CH:42][C:43]([CH3:44])=[C:38]([N:37]([C:35]2[CH:34]=[CH:33][N:32]=[C:31]([NH:30][C:20]3[CH:19]=[C:18]([N:15]4[CH2:14][CH2:13][O:12][CH2:17][CH2:16]4)[CH:23]=[C:22]([N:24]4[CH2:25][CH2:26][O:27][CH2:28][CH2:29]4)[CH:21]=3)[N:36]=2)[CH3:47])[CH:39]=1)([C:4]1[CH:3]=[CH:2][C:1]([CH3:11])=[CH:6][CH:5]=1)(=[O:8])=[O:9]. (4) Given the reactants [CH2:1]([O:8][C:9]1[CH:14]=[CH:13][C:12]([Br:15])=[CH:11][C:10]=1[CH:16]([C:30]1[CH:35]=[CH:34][CH:33]=[CH:32][CH:31]=1)[CH2:17][CH2:18]OS(C1C=CC(C)=CC=1)(=O)=O)[C:2]1[CH:7]=[CH:6][CH:5]=[CH:4][CH:3]=1.[CH:36]([NH:39][CH:40]([CH3:42])[CH3:41])([CH3:38])[CH3:37].O.Cl, predict the reaction product. The product is: [CH:36]([N:39]([CH2:18][CH2:17][CH:16]([C:10]1[CH:11]=[C:12]([Br:15])[CH:13]=[CH:14][C:9]=1[O:8][CH2:1][C:2]1[CH:3]=[CH:4][CH:5]=[CH:6][CH:7]=1)[C:30]1[CH:35]=[CH:34][CH:33]=[CH:32][CH:31]=1)[CH:40]([CH3:42])[CH3:41])([CH3:38])[CH3:37]. (5) Given the reactants [CH3:1][CH2:2][O:3][C:4]([C:6]1[O:10][C:9]2[CH:11]=[CH:12][C:13](Br)=[CH:14][C:8]=2[CH:7]=1)=[O:5].[CH3:16][C:17]1([CH3:33])[C:21]([CH3:23])([CH3:22])[O:20][B:19]([B:19]2[O:20][C:21]([CH3:23])([CH3:22])[C:17]([CH3:33])([CH3:16])[O:18]2)[O:18]1, predict the reaction product. The product is: [CH3:16][C:17]1([CH3:33])[C:21]([CH3:23])([CH3:22])[O:20][B:19]([C:13]2[CH:12]=[CH:11][C:9]3[O:10][C:6]([C:4]([O:3][CH2:2][CH3:1])=[O:5])=[CH:7][C:8]=3[CH:14]=2)[O:18]1. (6) Given the reactants [CH3:1][O:2][C:3]1[CH:4]=[C:5]([CH:7]=[CH:8][C:9]=1[O:10][CH3:11])[NH2:6].C(N(CC)CC)C.[Cl-].ClC1N(C)CC[NH+]1C.[CH3:28][O:29][C:30]1[C:31](=[O:54])[C:32]([CH3:53])=[C:33]([CH2:39][C:40]2[CH:41]=[CH:42][C:43]([O:49][C:50](=[O:52])[CH3:51])=[C:44]([CH:48]=2)[C:45](O)=[O:46])[C:34](=[O:38])[C:35]=1[O:36][CH3:37], predict the reaction product. The product is: [CH3:28][O:29][C:30]1[C:31](=[O:54])[C:32]([CH3:53])=[C:33]([CH2:39][C:40]2[CH:41]=[CH:42][C:43]([O:49][C:50](=[O:52])[CH3:51])=[C:44]([CH:48]=2)[C:45]([NH:6][C:5]2[CH:7]=[CH:8][C:9]([O:10][CH3:11])=[C:3]([O:2][CH3:1])[CH:4]=2)=[O:46])[C:34](=[O:38])[C:35]=1[O:36][CH3:37]. (7) Given the reactants C1(C)C=CC=CC=1.[H-].C([Al+]CC(C)C)C(C)C.C([O:20][C:21](=O)/[CH:22]=[C:23](\[CH3:40])/[CH2:24]/[CH:25]=[CH:26]/[C@H:27]([CH3:39])[C@@H:28]([O:31][Si:32]([CH2:37][CH3:38])([CH2:35][CH3:36])[CH2:33][CH3:34])[CH2:29][CH3:30])C.O.O.O.O.C(C(C(C([O-])=O)O)O)([O-])=O.[Na+].[K+], predict the reaction product. The product is: [CH3:40]/[C:23](/[CH2:24]/[CH:25]=[CH:26]/[C@H:27]([CH3:39])[C@@H:28]([O:31][Si:32]([CH2:35][CH3:36])([CH2:37][CH3:38])[CH2:33][CH3:34])[CH2:29][CH3:30])=[CH:22]\[CH2:21][OH:20]. (8) Given the reactants C(NC([NH:8][CH2:9][C:10]#[C:11][CH2:12][NH:13][C:14]([NH:16][C:17]1[S:18][C:19]2[C:25]3[N:26]([C:29]4[CH:34]=[CH:33][CH:32]=[CH:31][CH:30]=4)[N:27]=[CH:28][C:24]=3[CH2:23][CH2:22][C:20]=2[N:21]=1)=[O:15])=O)(C)(C)C.ClCCl, predict the reaction product. The product is: [NH2:8][CH2:9][C:10]#[C:11][CH2:12][NH:13][C:14]([NH:16][C:17]1[S:18][C:19]2[C:25]3[N:26]([C:29]4[CH:30]=[CH:31][CH:32]=[CH:33][CH:34]=4)[N:27]=[CH:28][C:24]=3[CH2:23][CH2:22][C:20]=2[N:21]=1)=[O:15].